Predict the reaction yield, written as a fraction of the theoretical maximum amount of product (1.0 means a 100% yield; for example, 0.34 means a 34% yield). From a dataset of Reaction yield outcomes from USPTO patents with 853,638 reactions. The reactants are [C:1]([CH:5]1[CH2:13][C:12]2[C:7](=[CH:8][CH:9]=[CH:10][CH:11]=2)[NH:6]1)([CH3:4])([CH3:3])[CH3:2].[N+:14]([O-])([O-:16])=[O:15].[K+].C([O-])([O-])=O.[Na+].[Na+]. The catalyst is OS(O)(=O)=O. The product is [C:1]([CH:5]1[CH2:13][C:12]2[C:7](=[CH:8][C:9]([N+:14]([O-:16])=[O:15])=[CH:10][CH:11]=2)[NH:6]1)([CH3:4])([CH3:2])[CH3:3]. The yield is 0.310.